Dataset: Catalyst prediction with 721,799 reactions and 888 catalyst types from USPTO. Task: Predict which catalyst facilitates the given reaction. (1) Reactant: [NH2:1][C:2]1[CH:7]=[C:6]([C:8]([F:11])([F:10])[F:9])[CH:5]=[CH:4][C:3]=1[OH:12].[Br:13][C:14]1[CH:19]=[CH:18][C:17]([N:20]=[C:21]=S)=[CH:16][CH:15]=1.Cl.CN(C)CCCN=C=NCC. Product: [Br:13][C:14]1[CH:19]=[CH:18][C:17]([NH:20][C:21]2[O:12][C:3]3[CH:4]=[CH:5][C:6]([C:8]([F:9])([F:10])[F:11])=[CH:7][C:2]=3[N:1]=2)=[CH:16][CH:15]=1. The catalyst class is: 8. (2) Reactant: [OH:1][C:2]1[CH:21]=[CH:20][C:5]([CH2:6][CH:7]2[CH2:12][CH2:11][N:10]([C:13]([O:15][C:16]([CH3:19])([CH3:18])[CH3:17])=[O:14])[CH2:9][CH2:8]2)=[CH:4][CH:3]=1.C(=O)([O-])[O-].[K+].[K+].CN(C)C=O.[F:33][C:34]([F:44])([F:43])[C:35]1[CH:42]=[CH:41][C:38]([CH2:39]Br)=[CH:37][CH:36]=1. Product: [C:16]([O:15][C:13]([N:10]1[CH2:9][CH2:8][CH:7]([CH2:6][C:5]2[CH:20]=[CH:21][C:2]([O:1][CH2:39][C:38]3[CH:37]=[CH:36][C:35]([C:34]([F:33])([F:43])[F:44])=[CH:42][CH:41]=3)=[CH:3][CH:4]=2)[CH2:12][CH2:11]1)=[O:14])([CH3:17])([CH3:18])[CH3:19]. The catalyst class is: 6. (3) Reactant: [OH:1][C@@H:2]([C@H:4]1[C:26](=[O:27])[N:6]2[C:7]([C:23]([O-:25])=[O:24])=[C:8]([C:11]3[S:15][C:14]4=[C:16]([C:19](=[O:22])[CH2:20][CH3:21])[N:17]=[CH:18][N:13]4[CH:12]=3)[C@H:9]([CH3:10])[C@H:5]12)[CH3:3].[Na+].C(=O)([O-])O.[Na+].[C:34]([O:40][CH2:41]I)(=[O:39])[C:35]([CH3:38])([CH3:37])[CH3:36].C(OCC)(=O)C. Product: [OH:1][C@@H:2]([C@H:4]1[C:26](=[O:27])[N:6]2[C:7]([C:23]([O:25][CH2:41][O:40][C:34](=[O:39])[C:35]([CH3:38])([CH3:37])[CH3:36])=[O:24])=[C:8]([C:11]3[S:15][C:14]4=[C:16]([C:19](=[O:22])[CH2:20][CH3:21])[N:17]=[CH:18][N:13]4[CH:12]=3)[C@H:9]([CH3:10])[C@H:5]12)[CH3:3]. The catalyst class is: 3. (4) Reactant: Br[C:2]1[CH:12]=[CH:11][CH:10]=[C:9]([N:13]2[N:22]=[CH:21][C:20]3[C:15](=[CH:16][CH:17]=[C:18]([C:23]([CH3:26])([CH3:25])[CH3:24])[CH:19]=3)[C:14]2=[O:27])[C:3]=1[CH2:4][O:5][C:6](=[O:8])[CH3:7].[CH3:28][O:29][C:30]([C:32]1[N:33]([C:46]([O:48][C:49]([CH3:52])([CH3:51])[CH3:50])=[O:47])[CH:34]=[C:35](B2OC(C)(C)C(C)(C)O2)[CH:36]=1)=[O:31].C([O-])([O-])=O.[K+].[K+]. Product: [CH3:28][O:29][C:30]([C:32]1[N:33]([C:46]([O:48][C:49]([CH3:52])([CH3:51])[CH3:50])=[O:47])[CH:34]=[C:35]([C:2]2[CH:12]=[CH:11][CH:10]=[C:9]([N:13]3[N:22]=[CH:21][C:20]4[C:15](=[CH:16][CH:17]=[C:18]([C:23]([CH3:26])([CH3:24])[CH3:25])[CH:19]=4)[C:14]3=[O:27])[C:3]=2[CH2:4][O:5][C:6](=[O:8])[CH3:7])[CH:36]=1)=[O:31]. The catalyst class is: 117. (5) Reactant: [OH:1][C:2]1[CH:11]=[C:10]2[C:5]([CH:6]([CH2:12][C:13]([O:15][CH3:16])=[O:14])[CH2:7][O:8][CH2:9]2)=[CH:4][CH:3]=1.[F:17][C:18]([F:34])([F:33])[C:19]1[CH:24]=[CH:23][C:22]([C:25]2[CH:26]=[C:27]([CH:30]=[CH:31][CH:32]=2)[CH2:28]Br)=[CH:21][CH:20]=1.C([O-])([O-])=O.[K+].[K+]. Product: [F:17][C:18]([F:33])([F:34])[C:19]1[CH:24]=[CH:23][C:22]([C:25]2[CH:26]=[C:27]([CH:30]=[CH:31][CH:32]=2)[CH2:28][O:1][C:2]2[CH:11]=[C:10]3[C:5]([CH:6]([CH2:12][C:13]([O:15][CH3:16])=[O:14])[CH2:7][O:8][CH2:9]3)=[CH:4][CH:3]=2)=[CH:21][CH:20]=1. The catalyst class is: 31. (6) The catalyst class is: 7. Product: [Cl:15][C:16]1[N:21]=[C:20]2[N:22]([CH:36]([CH2:37][O:38][CH3:39])[CH2:35][O:34][CH3:33])[N:23]=[CH:24][C:19]2=[C:18]([N:25]2[CH2:31][CH:30]3[O:32][CH:27]([CH2:28][CH2:29]3)[CH2:26]2)[N:17]=1. Reactant: N(C(OC(C)C)=O)=NC(OC(C)C)=O.[Cl:15][C:16]1[N:21]=[C:20]2[NH:22][N:23]=[CH:24][C:19]2=[C:18]([N:25]2[CH2:31][CH:30]3[O:32][CH:27]([CH2:28][CH2:29]3)[CH2:26]2)[N:17]=1.[CH3:33][O:34][CH2:35][CH:36](O)[CH2:37][O:38][CH3:39].C1(P(C2C=CC=CC=2)C2C=CC=CC=2)C=CC=CC=1. (7) Reactant: ClC12[C:19](=[O:20])[C:18]3[C:13](=[CH:14][CH:15]=[CH:16][CH:17]=3)[C:3]1([OH:21])[O:4][C:5]1[CH:10]=[C:9]([CH3:11])[C:8]([CH3:12])=[CH:7]C=12.[CH2:22]([S:25](Cl)(=[O:27])=[O:26])[CH2:23][CH3:24].N1C=CC=C[CH:30]=1.[C:35](#[N:37])[CH3:36]. Product: [OH:21][C:3]12[C:13]3[C:18](=[CH:17][CH:16]=[CH:15][CH:14]=3)[C:19](=[O:20])[C:35]1([NH:37][S:25]([CH2:22][CH2:23][CH3:24])(=[O:27])=[O:26])[C:36]1[CH:30]=[CH:11][C:9]([CH:8]([CH3:7])[CH3:12])=[CH:10][C:5]=1[O:4]2. The catalyst class is: 13. (8) Reactant: Cl[C:2]1[N:7]2[CH:8]=[CH:9][N:10]=[C:6]2[N:5]=[C:4]([Cl:11])[CH:3]=1.[CH3:12][C:13]1[NH:17][N:16]=[C:15]([NH2:18])[CH:14]=1. Product: [Cl:11][C:4]1[CH:3]=[C:2]([NH:18][C:15]2[CH:14]=[C:13]([CH3:12])[NH:17][N:16]=2)[N:7]2[CH:8]=[CH:9][N:10]=[C:6]2[N:5]=1. The catalyst class is: 14. (9) Reactant: [F:1][C:2]1[CH:3]=[C:4]([C:8]2[CH:23]=[C:11]3[CH2:12][N:13]([C:16]([O:18][C:19]([CH3:22])([CH3:21])[CH3:20])=[O:17])[CH2:14][CH2:15][N:10]3[N:9]=2)[CH:5]=[CH:6][CH:7]=1.C1C(=O)N([I:31])C(=O)C1. Product: [F:1][C:2]1[CH:3]=[C:4]([C:8]2[C:23]([I:31])=[C:11]3[CH2:12][N:13]([C:16]([O:18][C:19]([CH3:20])([CH3:22])[CH3:21])=[O:17])[CH2:14][CH2:15][N:10]3[N:9]=2)[CH:5]=[CH:6][CH:7]=1. The catalyst class is: 4.